Task: Regression. Given two drug SMILES strings and cell line genomic features, predict the synergy score measuring deviation from expected non-interaction effect.. Dataset: NCI-60 drug combinations with 297,098 pairs across 59 cell lines (1) Drug 1: C1CCC(CC1)NC(=O)N(CCCl)N=O. Drug 2: CC(C)NC(=O)C1=CC=C(C=C1)CNNC.Cl. Cell line: NCI-H460. Synergy scores: CSS=15.7, Synergy_ZIP=-1.47, Synergy_Bliss=0.830, Synergy_Loewe=-3.10, Synergy_HSA=-2.79. (2) Drug 1: CC12CCC(CC1=CCC3C2CCC4(C3CC=C4C5=CN=CC=C5)C)O. Synergy scores: CSS=29.4, Synergy_ZIP=8.48, Synergy_Bliss=17.1, Synergy_Loewe=15.5, Synergy_HSA=17.3. Drug 2: CC1=C2C(C(=O)C3(C(CC4C(C3C(C(C2(C)C)(CC1OC(=O)C(C(C5=CC=CC=C5)NC(=O)OC(C)(C)C)O)O)OC(=O)C6=CC=CC=C6)(CO4)OC(=O)C)OC)C)OC. Cell line: NCI/ADR-RES. (3) Drug 2: CC1C(C(CC(O1)OC2CC(CC3=C2C(=C4C(=C3O)C(=O)C5=C(C4=O)C(=CC=C5)OC)O)(C(=O)CO)O)N)O.Cl. Synergy scores: CSS=51.7, Synergy_ZIP=4.20, Synergy_Bliss=7.24, Synergy_Loewe=-12.4, Synergy_HSA=6.87. Cell line: UACC-257. Drug 1: CNC(=O)C1=CC=CC=C1SC2=CC3=C(C=C2)C(=NN3)C=CC4=CC=CC=N4. (4) Drug 2: CC1=C(C=C(C=C1)NC(=O)C2=CC=C(C=C2)CN3CCN(CC3)C)NC4=NC=CC(=N4)C5=CN=CC=C5. Cell line: UACC62. Synergy scores: CSS=4.83, Synergy_ZIP=1.46, Synergy_Bliss=5.65, Synergy_Loewe=5.29, Synergy_HSA=5.37. Drug 1: CC1=C(C=C(C=C1)NC2=NC=CC(=N2)N(C)C3=CC4=NN(C(=C4C=C3)C)C)S(=O)(=O)N.Cl. (5) Drug 1: CC1=C(C=C(C=C1)C(=O)NC2=CC(=CC(=C2)C(F)(F)F)N3C=C(N=C3)C)NC4=NC=CC(=N4)C5=CN=CC=C5. Drug 2: CS(=O)(=O)OCCCCOS(=O)(=O)C. Cell line: OVCAR-5. Synergy scores: CSS=14.8, Synergy_ZIP=-2.24, Synergy_Bliss=-1.02, Synergy_Loewe=4.42, Synergy_HSA=2.64. (6) Drug 1: CC12CCC3C(C1CCC2=O)CC(=C)C4=CC(=O)C=CC34C. Drug 2: C(CN)CNCCSP(=O)(O)O. Cell line: EKVX. Synergy scores: CSS=1.74, Synergy_ZIP=-12.0, Synergy_Bliss=-24.0, Synergy_Loewe=-48.1, Synergy_HSA=-26.5. (7) Drug 1: CCC1(CC2CC(C3=C(CCN(C2)C1)C4=CC=CC=C4N3)(C5=C(C=C6C(=C5)C78CCN9C7C(C=CC9)(C(C(C8N6C=O)(C(=O)OC)O)OC(=O)C)CC)OC)C(=O)OC)O.OS(=O)(=O)O. Drug 2: CC1CCCC2(C(O2)CC(NC(=O)CC(C(C(=O)C(C1O)C)(C)C)O)C(=CC3=CSC(=N3)C)C)C. Cell line: NCI-H522. Synergy scores: CSS=47.8, Synergy_ZIP=-2.77, Synergy_Bliss=-6.22, Synergy_Loewe=-7.88, Synergy_HSA=-5.09. (8) Drug 2: COC1=C2C(=CC3=C1OC=C3)C=CC(=O)O2. Drug 1: CC12CCC3C(C1CCC2=O)CC(=C)C4=CC(=O)C=CC34C. Cell line: SW-620. Synergy scores: CSS=7.04, Synergy_ZIP=1.34, Synergy_Bliss=-1.10, Synergy_Loewe=-4.61, Synergy_HSA=-1.25. (9) Drug 1: CC1=C(C(CCC1)(C)C)C=CC(=CC=CC(=CC(=O)O)C)C. Drug 2: C1C(C(OC1N2C=NC(=NC2=O)N)CO)O. Cell line: MOLT-4. Synergy scores: CSS=46.0, Synergy_ZIP=0.599, Synergy_Bliss=0.547, Synergy_Loewe=-14.2, Synergy_HSA=5.62. (10) Drug 1: CC1C(C(CC(O1)OC2CC(CC3=C2C(=C4C(=C3O)C(=O)C5=C(C4=O)C(=CC=C5)OC)O)(C(=O)C)O)N)O.Cl. Drug 2: C1C(C(OC1N2C=NC3=C2NC=NCC3O)CO)O. Cell line: HCC-2998. Synergy scores: CSS=13.5, Synergy_ZIP=-1.30, Synergy_Bliss=0.654, Synergy_Loewe=-18.8, Synergy_HSA=-0.935.